Task: Regression. Given two drug SMILES strings and cell line genomic features, predict the synergy score measuring deviation from expected non-interaction effect.. Dataset: NCI-60 drug combinations with 297,098 pairs across 59 cell lines Drug 1: C1=CC=C(C(=C1)C(C2=CC=C(C=C2)Cl)C(Cl)Cl)Cl. Drug 2: C1=CN(C=N1)CC(O)(P(=O)(O)O)P(=O)(O)O. Cell line: OVCAR-5. Synergy scores: CSS=-9.07, Synergy_ZIP=8.39, Synergy_Bliss=4.28, Synergy_Loewe=-3.94, Synergy_HSA=-6.37.